Dataset: Full USPTO retrosynthesis dataset with 1.9M reactions from patents (1976-2016). Task: Predict the reactants needed to synthesize the given product. (1) Given the product [CH3:16][C:13]1([CH3:17])[N:14]([O:15])[C:9]([CH3:19])([CH3:8])[CH2:10][CH2:11][CH2:12]1, predict the reactants needed to synthesize it. The reactants are: C(N(CC)CC)C.[CH3:8][C:9]1([CH3:19])[N:14]([O:15])[C:13]([CH3:17])([CH3:16])[CH2:12][CH:11](N)[CH2:10]1.C(OCC)C. (2) Given the product [CH3:10][N:5]1[C:6]2[C:7](=[O:8])[NH:9][C:14](=[O:15])[NH:1][C:2]=2[C:3]([CH2:11][CH2:12][CH3:13])=[N:4]1, predict the reactants needed to synthesize it. The reactants are: [NH2:1][C:2]1[C:3]([CH2:11][CH2:12][CH3:13])=[N:4][N:5]([CH3:10])[C:6]=1[C:7]([NH2:9])=[O:8].[C:14](N1C=CN=C1)(N1C=CN=C1)=[O:15]. (3) Given the product [CH3:8][O:7][C:5]([C:4]1[CH:9]=[CH:10][C:11]2[N:12]=[C:19]([CH2:18][C:17]([O:16][CH2:14][CH3:15])=[O:24])[NH:1][C:2]=2[CH:3]=1)=[O:6], predict the reactants needed to synthesize it. The reactants are: [NH2:1][C:2]1[CH:3]=[C:4]([CH:9]=[CH:10][C:11]=1[NH2:12])[C:5]([O:7][CH3:8])=[O:6].Cl.[CH2:14]([O:16][C:17](=[O:24])[CH2:18][C:19](OCC)=N)[CH3:15]. (4) Given the product [F:29][C:30]([F:35])([F:34])[C:31]([OH:33])=[O:32].[CH2:15]([C:14]1[C:11]2[C:5]3[CH:4]=[C:3]([O:2][CH3:1])[C:8]([O:9][CH3:10])=[CH:7][C:6]=3[C:25]([C:24]3[CH:27]=[CH:28][C:21]([OH:20])=[CH:22][CH:23]=3)=[N:13][C:12]=2[NH:19][N:18]=1)[CH3:16], predict the reactants needed to synthesize it. The reactants are: [CH3:1][O:2][C:3]1[CH:4]=[C:5]([CH:11]([C:14](=O)[CH2:15][CH3:16])[C:12]#[N:13])[CH:6]=[CH:7][C:8]=1[O:9][CH3:10].[NH2:18][NH2:19].[OH:20][C:21]1[CH:28]=[CH:27][C:24]([CH:25]=O)=[CH:23][CH:22]=1.[F:29][C:30]([F:35])([F:34])[C:31]([OH:33])=[O:32]. (5) Given the product [CH3:15][N:16]1[CH:21]=[C:20]([C:2]2[C:13]3[O:12][C:9]4([CH2:11][CH2:10]4)[C:8](=[O:14])[NH:7][C:6]=3[CH:5]=[CH:4][CH:3]=2)[C:19]2[CH:31]=[CH:32][N:33]([S:34]([C:37]3[CH:42]=[CH:41][C:40]([CH3:43])=[CH:39][CH:38]=3)(=[O:36])=[O:35])[C:18]=2[C:17]1=[O:44], predict the reactants needed to synthesize it. The reactants are: Br[C:2]1[C:13]2[O:12][C:9]3([CH2:11][CH2:10]3)[C:8](=[O:14])[NH:7][C:6]=2[CH:5]=[CH:4][CH:3]=1.[CH3:15][N:16]1[CH:21]=[C:20](B2OC(C)(C)C(C)(C)O2)[C:19]2[CH:31]=[CH:32][N:33]([S:34]([C:37]3[CH:42]=[CH:41][C:40]([CH3:43])=[CH:39][CH:38]=3)(=[O:36])=[O:35])[C:18]=2[C:17]1=[O:44].[F-].[Cs+].C(OCC)(=O)C. (6) Given the product [CH:1]1([N:13]2[CH2:30][CH2:29][C:16]3([N:20]([C:21]4[CH:26]=[CH:25][CH:24]=[CH:23][CH:22]=4)[CH2:19][CH2:18][CH2:17]3)[CH2:15][CH2:14]2)[C:11]2=[C:12]3[C:7](=[CH:8][CH:9]=[CH:10]2)[CH:6]=[CH:5][CH:4]=[C:3]3[CH2:2]1.[CH:1]1([N:13]2[CH2:30][CH2:29][C:16]3([N:20]([C:21]4[CH:22]=[CH:23][CH:24]=[CH:25][CH:26]=4)[CH2:19][CH2:18][CH:17]3[OH:28])[CH2:15][CH2:14]2)[C:11]2=[C:12]3[C:7](=[CH:8][CH:9]=[CH:10]2)[CH:6]=[CH:5][CH:4]=[C:3]3[CH2:2]1, predict the reactants needed to synthesize it. The reactants are: [CH:1]1([N:13]2[CH2:30][CH2:29][C:16]3([N:20]([C:21]4[CH:26]=[CH:25][CH:24]=[CH:23][CH:22]=4)[C:19](=O)[CH2:18][C:17]3=[O:28])[CH2:15][CH2:14]2)[C:11]2=[C:12]3[C:7](=[CH:8][CH:9]=[CH:10]2)[CH:6]=[CH:5][CH:4]=[C:3]3[CH2:2]1.[H-].[Al+3].[Li+].[H-].[H-].[H-]. (7) Given the product [F:7][C:8]([F:16])([F:17])[C:9]1[CH:15]=[CH:14][CH:13]=[CH:12][C:10]=1[NH:11][C:22]1[CH:27]=[CH:26][N:25]=[C:24]([C:28]#[N:29])[CH:23]=1, predict the reactants needed to synthesize it. The reactants are: C(=O)([O-])[O-].[Cs+].[Cs+].[F:7][C:8]([F:17])([F:16])[C:9]1[CH:15]=[CH:14][CH:13]=[CH:12][C:10]=1[NH2:11].CS([C:22]1[CH:27]=[CH:26][N:25]=[C:24]([C:28]#[N:29])[CH:23]=1)(=O)=O.[Cl-].[NH4+]. (8) Given the product [Cl:29][C:27]1[CH:26]=[CH:25][C:24]([O:30][CH3:31])=[C:23]([C:20]([CH3:21])([CH3:22])[CH2:19][C:18]([C:32]([F:33])([F:34])[F:35])([OH:36])[CH2:17][NH:16][C:12]2[CH:11]=[CH:10][CH:9]=[C:8]3[C:13]=2[CH:14]=[CH:15][C:6]([CH2:4][OH:3])=[N:7]3)[CH:28]=1, predict the reactants needed to synthesize it. The reactants are: C([O:3][C:4]([C:6]1[CH:15]=[CH:14][C:13]2[C:8](=[CH:9][CH:10]=[CH:11][C:12]=2[N:16]=[CH:17][C:18]([OH:36])([C:32]([F:35])([F:34])[F:33])[CH2:19][C:20]([C:23]2[CH:28]=[C:27]([Cl:29])[CH:26]=[CH:25][C:24]=2[O:30][CH3:31])([CH3:22])[CH3:21])[N:7]=1)=O)C.[BH4-].[Na+].